Dataset: Catalyst prediction with 721,799 reactions and 888 catalyst types from USPTO. Task: Predict which catalyst facilitates the given reaction. (1) Reactant: [CH3:1][O:2][C:3]1[CH:8]=[C:7]([O:9][CH3:10])[C:6]([S:11](Cl)(=[O:13])=[O:12])=[CH:5][C:4]=1[C:15]1[C:19]([O:20][C:21]2[CH:26]=[CH:25][CH:24]=[CH:23][C:22]=2[Cl:27])=[CH:18][NH:17][N:16]=1.[NH2:28][C:29]1[CH:34]=[CH:33][N:32]=[CH:31][CH:30]=1. Product: [CH3:1][O:2][C:3]1[CH:8]=[C:7]([O:9][CH3:10])[C:6]([S:11](=[O:13])(=[O:12])[NH:28][C:29]2[CH:34]=[CH:33][N:32]=[CH:31][CH:30]=2)=[CH:5][C:4]=1[C:15]1[C:19]([O:20][C:21]2[CH:26]=[CH:25][CH:24]=[CH:23][C:22]=2[Cl:27])=[CH:18][NH:17][N:16]=1. The catalyst class is: 28. (2) Reactant: [C:1]([NH:4][C@@H:5]([CH2:10][C:11]1[CH:16]=[CH:15][C:14](I)=[CH:13][CH:12]=1)[C:6]([O:8][CH3:9])=[O:7])(=[O:3])[CH3:2].[CH3:18][Sn:19]([CH3:25])([CH3:24])[Sn:19]([CH3:25])([CH3:24])[CH3:18].C1(P(C2C=CC=CC=2)C2C=CC=CC=2)C=CC=CC=1. Product: [C:1]([NH:4][C@@H:5]([CH2:10][C:11]1[CH:16]=[CH:15][C:14]([Sn:19]([CH3:25])([CH3:24])[CH3:18])=[CH:13][CH:12]=1)[C:6]([O:8][CH3:9])=[O:7])(=[O:3])[CH3:2]. The catalyst class is: 164.